Dataset: Experimentally validated miRNA-target interactions with 360,000+ pairs, plus equal number of negative samples. Task: Binary Classification. Given a miRNA mature sequence and a target amino acid sequence, predict their likelihood of interaction. The miRNA is rno-miR-200a-5p with sequence CAUCUUACCGGACAGUGCUGG. The protein sequence of the target gene is MSAQSVEEDSILIIPNPDEEEKILRVKLEEDPDGEEGSSISWNHLPDPEVFRQRFRQFGYQDSPGPREAVSQLRELCRLWLRPETHTKEQILELVVLEQFVAILPKELQTWVREHHPENGEEAVAVLEDLESELDDPGQPVSLRRQKREVLVEEITSQEDAQGLPSSELDAVENQLKWASWELHSLRHCDDDATTENGALAPKQEMASAGESHEGPGTLNIGVPQLFKYGETCFPKGRFERKRNPSRKKQHICDECGKHFSQGSALILHQRIHSGEKPYGCVECGKAFSRSSILVQHQRV.... Result: 0 (no interaction).